Dataset: Reaction yield outcomes from USPTO patents with 853,638 reactions. Task: Predict the reaction yield, written as a fraction of the theoretical maximum amount of product (1.0 means a 100% yield; for example, 0.34 means a 34% yield). (1) The reactants are Cl[C:2]1[N:7]=[C:6](Cl)[N:5]=[C:4]([NH:9][N:10]2[CH2:14][C:13](=[O:15])[NH:12][C:11]2=[O:16])[N:3]=1.[C:17](=[O:20])([O-])[O-].[K+].[K+].[CH3:23][O:24][C:25]1[CH:32]=[CH:31][C:28]([CH2:29][NH2:30])=[CH:27][CH:26]=1. The catalyst is C(#N)C. The product is [CH3:23][O:24][C:25]1[CH:32]=[CH:31][C:28]([CH2:29][NH:30][C:2]2[N:7]=[C:6]([NH:30][CH2:29][C:28]3[CH:31]=[CH:32][C:25]([O:20][CH3:17])=[CH:26][CH:27]=3)[N:5]=[C:4]([NH:9][N:10]3[CH2:14][C:13](=[O:15])[NH:12][C:11]3=[O:16])[N:3]=2)=[CH:27][CH:26]=1. The yield is 0.430. (2) The product is [Br:1][C:2]1[CH:3]=[C:4]2[C:15](=[CH:16][CH:17]=1)[O:14][C:7]1[C:8]([F:13])=[N:9][C:10]([Cl:12])=[CH:11][C:6]=1[C:5]2=[N:25][S:23]([C:20]([CH3:22])([CH3:21])[CH3:19])=[O:24]. The yield is 0.571. The reactants are [Br:1][C:2]1[CH:3]=[C:4]2[C:15](=[CH:16][CH:17]=1)[O:14][C:7]1[C:8]([F:13])=[N:9][C:10]([Cl:12])=[CH:11][C:6]=1[C:5]2=O.[CH3:19][C:20]([S@:23]([NH2:25])=[O:24])([CH3:22])[CH3:21]. The catalyst is C1COCC1.[O-]CC.[Ti+4].[O-]CC.[O-]CC.[O-]CC. (3) The reactants are [N+:1]([C:4]1[CH:13]=[CH:12][C:7](/[CH:8]=[CH:9]/[CH2:10]Cl)=[CH:6][CH:5]=1)([O-:3])=[O:2].[NH2:14][C:15]1[CH:20]=[CH:19][CH:18]=[CH:17][C:16]=1[SH:21].C(=O)([O-])[O-].[Na+].[Na+]. The catalyst is CN(C=O)C. The product is [N+:1]([C:4]1[CH:13]=[CH:12][C:7](/[CH:8]=[CH:9]/[C:10]2[S:21][C:16]3[CH:17]=[CH:18][CH:19]=[CH:20][C:15]=3[N:14]=2)=[CH:6][CH:5]=1)([O-:3])=[O:2]. The yield is 0.851. (4) The reactants are Cl[C:2]1[N:11]=[C:10]([N:12]([C:14]2[CH:19]=[CH:18][C:17]([O:20][CH3:21])=[CH:16][CH:15]=2)[CH3:13])[C:9]2[C:4](=[CH:5][CH:6]=[C:7]([CH3:22])[CH:8]=2)[N:3]=1.Cl.[CH3:24][NH2:25].C([O-])([O-])=O.[Na+].[Na+]. The catalyst is CC(O)C. The product is [CH3:21][O:20][C:17]1[CH:18]=[CH:19][C:14]([N:12]([CH3:13])[C:10]2[C:9]3[C:4](=[CH:5][CH:6]=[C:7]([CH3:22])[CH:8]=3)[N:3]=[C:2]([NH:25][CH3:24])[N:11]=2)=[CH:15][CH:16]=1. The yield is 0.330.